Dataset: Full USPTO retrosynthesis dataset with 1.9M reactions from patents (1976-2016). Task: Predict the reactants needed to synthesize the given product. (1) Given the product [OH:26][C:9]1[C:10]([C:13]2([C:16]3[CH:21]=[CH:20][CH:19]=[CH:18][CH:17]=3)[CH2:14][CH2:15]2)=[N:11][C:12]2[C:7]([C:8]=1[C:23]([OH:25])=[O:24])=[CH:6][CH:5]=[C:1]([CH3:2])[C:3]=2[CH3:4], predict the reactants needed to synthesize it. The reactants are: [CH2:1]([C:3]1[CH:4]=[CH:5][CH:6]=[C:7]2[C:12]=1[N:11]=[C:10]([C:13]1([C:16]3[CH:21]=[CH:20][CH:19]=[CH:18][CH:17]=3)[CH2:15][CH2:14]1)[C:9](O)=[C:8]2[C:23]([OH:25])=[O:24])[CH3:2].[OH-:26].[Na+]. (2) Given the product [OH:1][C:2]1[CH:3]=[C:4]([CH:8]=[CH:9][C:10]=1[O:11][CH3:12])[C:5]([O:7][CH2:14][CH3:15])=[O:6], predict the reactants needed to synthesize it. The reactants are: [OH:1][C:2]1[CH:3]=[C:4]([CH:8]=[CH:9][C:10]=1[O:11][CH3:12])[C:5]([OH:7])=[O:6].O.[C:14]1(C)C=CC(S(O)(=O)=O)=C[CH:15]=1. (3) Given the product [CH3:1][C:2]1[N:7]=[C:6]([NH:8][C:12](=[O:14])[CH3:13])[CH:5]=[CH:4][C:3]=1[N+:9]([O-:11])=[O:10], predict the reactants needed to synthesize it. The reactants are: [CH3:1][C:2]1[N:7]=[C:6]([NH2:8])[CH:5]=[CH:4][C:3]=1[N+:9]([O-:11])=[O:10].[C:12](OC(=O)C)(=[O:14])[CH3:13]. (4) Given the product [O:24]1[C:23]2[CH:27]=[CH:28][C:20]([C:16]3[CH:15]=[C:14]([C:5]4[CH:4]=[C:3]([OH:2])[N:7]([C:8]5[CH:13]=[CH:12][CH:11]=[CH:10][N:9]=5)[N:6]=4)[CH:19]=[CH:18][CH:17]=3)=[CH:21][C:22]=2[O:26][CH2:25]1, predict the reactants needed to synthesize it. The reactants are: C(=O)(OC(C)(C)C)[O:2][C:3]1[N:7]([C:8]2[CH:13]=[CH:12][CH:11]=[CH:10][N:9]=2)[N:6]=[C:5]([C:14]2[CH:19]=[CH:18][CH:17]=[C:16]([C:20]3[CH:28]=[CH:27][C:23]4[O:24][CH2:25][O:26][C:22]=4[CH:21]=3)[CH:15]=2)[CH:4]=1.C(=O)(OC(C)(C)C)OC1N(C2C=CC=CN=2)N=C(C2C=CC(C3C=CC=CC=3)=CC=2)C=1.